Task: Regression. Given a peptide amino acid sequence and an MHC pseudo amino acid sequence, predict their binding affinity value. This is MHC class II binding data.. Dataset: Peptide-MHC class II binding affinity with 134,281 pairs from IEDB (1) The peptide sequence is LIYDASNRAT. The MHC is DRB1_0401 with pseudo-sequence DRB1_0401. The binding affinity (normalized) is 0.490. (2) The binding affinity (normalized) is 0.245. The MHC is DRB1_1101 with pseudo-sequence DRB1_1101. The peptide sequence is WCPDSMEYNCPNLSP. (3) The peptide sequence is AFKVAATAANAALAN. The binding affinity (normalized) is 0.604. The MHC is DRB1_0401 with pseudo-sequence DRB1_0401. (4) The peptide sequence is LIEVNPPFGDSYIIV. The MHC is DRB1_0901 with pseudo-sequence DRB1_0901. The binding affinity (normalized) is 0.371.